This data is from Forward reaction prediction with 1.9M reactions from USPTO patents (1976-2016). The task is: Predict the product of the given reaction. (1) Given the reactants Cl[C:2]1[CH:7]=[CH:6][N:5]2[N:8]=[CH:9][C:10]([CH:11]=[O:12])=[C:4]2[N:3]=1.[CH:13]([O:16][C:17]1[CH:18]=[C:19]([CH:21]=[CH:22][CH:23]=1)[NH2:20])([CH3:15])[CH3:14], predict the reaction product. The product is: [CH:13]([O:16][C:17]1[CH:18]=[C:19]([NH:20][C:2]2[CH:7]=[CH:6][N:5]3[N:8]=[CH:9][C:10]([CH:11]=[O:12])=[C:4]3[N:3]=2)[CH:21]=[CH:22][CH:23]=1)([CH3:15])[CH3:14]. (2) Given the reactants N(C(OC(C)(C)C)=O)=NC(OC(C)(C)C)=O.[F:17][C:18]1[CH:19]=[CH:20][C:21]([N+:25]([O-:27])=[O:26])=[C:22]([OH:24])[CH:23]=1.[O:28]1[CH2:33][CH2:32][CH:31](O)[CH2:30][CH2:29]1.C1(P(C2C=CC=CC=2)C2C=CC=CC=2)C=CC=CC=1, predict the reaction product. The product is: [F:17][C:18]1[CH:19]=[CH:20][C:21]([N+:25]([O-:27])=[O:26])=[C:22]([CH:23]=1)[O:24][CH:31]1[CH2:32][CH2:33][O:28][CH2:29][CH2:30]1.